This data is from Peptide-MHC class I binding affinity with 185,985 pairs from IEDB/IMGT. The task is: Regression. Given a peptide amino acid sequence and an MHC pseudo amino acid sequence, predict their binding affinity value. This is MHC class I binding data. (1) The peptide sequence is AVFQPSTGNY. The MHC is HLA-A01:01 with pseudo-sequence HLA-A01:01. The binding affinity (normalized) is 0.0549. (2) The peptide sequence is RTNAAMGAVF. The MHC is HLA-A26:01 with pseudo-sequence HLA-A26:01. The binding affinity (normalized) is 0. (3) The peptide sequence is TILEYLYIMR. The MHC is HLA-A33:01 with pseudo-sequence HLA-A33:01. The binding affinity (normalized) is 0.285. (4) The peptide sequence is KQLEYSWVL. The MHC is HLA-E01:01 with pseudo-sequence HLA-E01:03. The binding affinity (normalized) is 0.0847.